From a dataset of Forward reaction prediction with 1.9M reactions from USPTO patents (1976-2016). Predict the product of the given reaction. Given the reactants [CH3:1][CH:2]([NH:4][S:5]([C:8]1[CH:13]=[CH:12][C:11](B(O)O)=[CH:10][CH:9]=1)(=[O:7])=[O:6])[CH3:3].Br[C:18]1[CH:23]=[CH:22][C:21]([O:24][CH2:25][CH:26]2[CH2:31][CH2:30][N:29]([C:32]([O:34][CH:35]([CH3:37])[CH3:36])=[O:33])[CH2:28][CH2:27]2)=[CH:20][CH:19]=1, predict the reaction product. The product is: [CH3:1][CH:2]([NH:4][S:5]([C:8]1[CH:13]=[CH:12][C:11]([C:18]2[CH:19]=[CH:20][C:21]([O:24][CH2:25][CH:26]3[CH2:27][CH2:28][N:29]([C:32]([O:34][CH:35]([CH3:37])[CH3:36])=[O:33])[CH2:30][CH2:31]3)=[CH:22][CH:23]=2)=[CH:10][CH:9]=1)(=[O:7])=[O:6])[CH3:3].